From a dataset of Reaction yield outcomes from USPTO patents with 853,638 reactions. Predict the reaction yield, written as a fraction of the theoretical maximum amount of product (1.0 means a 100% yield; for example, 0.34 means a 34% yield). (1) The reactants are [F:1][CH:2]([C:5]1[C:6]2[CH2:7][C:8]([CH3:29])([CH3:28])[N:9]=[C:10]([C:22]3[CH:27]=[CH:26][CH:25]=[CH:24][CH:23]=3)[C:11]=2[C:12]2[CH2:19][C:18]([CH3:21])([CH3:20])[O:17][C:13]=2[C:14]=1[O:15][CH3:16])[C:3]#[N:4].C([Li])(C)(C)C.CCCCC.C1C=CC(S(N(S(C2C=CC=CC=2)(=O)=O)[F:50])(=O)=O)=CC=1. The catalyst is O1CCCC1. The product is [F:1][C:2]([F:50])([C:5]1[C:6]2[CH2:7][C:8]([CH3:29])([CH3:28])[N:9]=[C:10]([C:22]3[CH:27]=[CH:26][CH:25]=[CH:24][CH:23]=3)[C:11]=2[C:12]2[CH2:19][C:18]([CH3:21])([CH3:20])[O:17][C:13]=2[C:14]=1[O:15][CH3:16])[C:3]#[N:4]. The yield is 0.150. (2) The reactants are [OH:1][N:2]=[C:3](Cl)[C:4]1[C:8]([NH:9][CH2:10][CH2:11][O:12][CH3:13])=[N:7][O:6][N:5]=1.[F:15][C:16]([F:26])([F:25])[C:17]1[CH:18]=[C:19]([CH:21]=[CH:22][C:23]=1[F:24])[NH2:20]. No catalyst specified. The product is [F:24][C:23]1[CH:22]=[CH:21][C:19]([NH:20][C:3]([C:4]2[C:8]([NH:9][CH2:10][CH2:11][O:12][CH3:13])=[N:7][O:6][N:5]=2)=[N:2][OH:1])=[CH:18][C:17]=1[C:16]([F:15])([F:25])[F:26]. The yield is 1.00. (3) The reactants are O.Cl.[NH2:3][C@H:4]([C:7]([OH:9])=[O:8])[CH2:5][SH:6].[OH-].[Na+].[C:12]([O:17][CH2:18][CH3:19])(=[O:16])[C:13]([CH3:15])=O. The catalyst is O. The product is [CH3:19][CH2:18][O:17][C:12]([C:13]1([CH3:15])[NH:3][CH:4]([C:7]([OH:9])=[O:8])[CH2:5][S:6]1)=[O:16]. The yield is 0.190. (4) The reactants are [Cl:1][C:2]1[CH:10]=[C:9]2[C:5]([C:6]([CH:11]=[O:12])=[CH:7][NH:8]2)=[CH:4][C:3]=1[C:13]1[CH:18]=[CH:17][C:16]([O:19][CH2:20][CH2:21][OH:22])=[CH:15][C:14]=1[F:23].Cl([O-])=[O:25].[Na+].CC(=CC)C.P([O-])(O)(O)=O.[Na+]. The catalyst is O.C(O)(C)(C)C. The product is [Cl:1][C:2]1[CH:10]=[C:9]2[C:5]([C:6]([C:11]([OH:25])=[O:12])=[CH:7][NH:8]2)=[CH:4][C:3]=1[C:13]1[CH:18]=[CH:17][C:16]([O:19][CH2:20][CH2:21][OH:22])=[CH:15][C:14]=1[F:23]. The yield is 0.590. (5) The reactants are C(O[C:9]([N:11]([CH2:13][C:14]1[C:22]2[C:17](=[CH:18][CH:19]=[CH:20][CH:21]=2)[N:16]([CH2:23][C:24]2[CH:29]=[CH:28][CH:27]=[CH:26][CH:25]=2)[CH:15]=1)C)=O)C1C=CC=CC=1. The catalyst is [OH-].[OH-].[Pd+2].CO. The product is [CH2:23]([N:16]1[C:17]2[C:22](=[CH:21][CH:20]=[CH:19][CH:18]=2)[C:14]([CH2:13][NH:11][CH3:9])=[CH:15]1)[C:24]1[CH:25]=[CH:26][CH:27]=[CH:28][CH:29]=1. The yield is 0.860. (6) The reactants are [CH3:1][C:2]1([C:5]#[C:6][C:7]2[CH:12]=[C:11]([N+:13]([O-:15])=[O:14])[CH:10]=[CH:9][C:8]=2[NH:16]C(=O)CCC)[CH2:4][CH2:3]1.CCCC[N+](CCCC)(CCCC)CCCC.[F-]. The catalyst is C1COCC1. The product is [CH3:1][C:2]1([C:5]2[NH:16][C:8]3[C:7]([CH:6]=2)=[CH:12][C:11]([N+:13]([O-:15])=[O:14])=[CH:10][CH:9]=3)[CH2:4][CH2:3]1. The yield is 0.710.